This data is from NCI-60 drug combinations with 297,098 pairs across 59 cell lines. The task is: Regression. Given two drug SMILES strings and cell line genomic features, predict the synergy score measuring deviation from expected non-interaction effect. (1) Drug 1: CCCS(=O)(=O)NC1=C(C(=C(C=C1)F)C(=O)C2=CNC3=C2C=C(C=N3)C4=CC=C(C=C4)Cl)F. Drug 2: CC1OCC2C(O1)C(C(C(O2)OC3C4COC(=O)C4C(C5=CC6=C(C=C35)OCO6)C7=CC(=C(C(=C7)OC)O)OC)O)O. Cell line: M14. Synergy scores: CSS=58.6, Synergy_ZIP=2.35, Synergy_Bliss=5.28, Synergy_Loewe=-0.291, Synergy_HSA=8.00. (2) Drug 1: C1=CC(=CC=C1CCC2=CNC3=C2C(=O)NC(=N3)N)C(=O)NC(CCC(=O)O)C(=O)O. Drug 2: CCC1=C2CN3C(=CC4=C(C3=O)COC(=O)C4(CC)O)C2=NC5=C1C=C(C=C5)O. Cell line: SK-OV-3. Synergy scores: CSS=56.3, Synergy_ZIP=-0.962, Synergy_Bliss=-3.64, Synergy_Loewe=0.222, Synergy_HSA=1.76. (3) Drug 1: C1=CC=C(C(=C1)C(C2=CC=C(C=C2)Cl)C(Cl)Cl)Cl. Drug 2: C1=NC2=C(N1)C(=S)N=CN2. Cell line: OVCAR-8. Synergy scores: CSS=36.3, Synergy_ZIP=-6.63, Synergy_Bliss=1.01, Synergy_Loewe=-25.2, Synergy_HSA=2.55.